Dataset: Full USPTO retrosynthesis dataset with 1.9M reactions from patents (1976-2016). Task: Predict the reactants needed to synthesize the given product. (1) Given the product [C:25]([C:8]1[CH:7]=[C:6]2[C:11](=[CH:10][C:9]=1[O:12][CH3:13])[N:3]([CH2:1][CH3:2])[C:4]([C:16]1[CH:17]=[CH:18][C:19]([N+:22]([O-:24])=[O:23])=[CH:20][CH:21]=1)=[C:5]2[C:14]#[N:15])(=[O:27])[CH3:26], predict the reactants needed to synthesize it. The reactants are: [CH2:1]([N:3]1[C:11]2[C:6](=[CH:7][CH:8]=[C:9]([O:12][CH3:13])[CH:10]=2)[C:5]([C:14]#[N:15])=[C:4]1[C:16]1[CH:21]=[CH:20][C:19]([N+:22]([O-:24])=[O:23])=[CH:18][CH:17]=1)[CH3:2].[C:25](Cl)(=[O:27])[CH3:26].[Al+3].[Cl-].[Cl-].[Cl-]. (2) The reactants are: [NH2:1][C:2]1[C:7]([C:8]([F:11])([F:10])[F:9])=[CH:6][CH:5]=[CH:4][C:3]=1[C:12]([C:14]1[CH:19]=[CH:18][CH:17]=[C:16]([OH:20])[CH:15]=1)=O.[CH3:21][O:22][C:23]1[CH:28]=[CH:27][C:26]([CH2:29][CH:30]=O)=[CH:25][CH:24]=1. Given the product [CH3:21][O:22][C:23]1[CH:28]=[CH:27][C:26]([C:29]2[CH:30]=[N:1][C:2]3[C:3]([C:12]=2[C:14]2[CH:15]=[C:16]([OH:20])[CH:17]=[CH:18][CH:19]=2)=[CH:4][CH:5]=[CH:6][C:7]=3[C:8]([F:11])([F:10])[F:9])=[CH:25][CH:24]=1, predict the reactants needed to synthesize it. (3) Given the product [Cl:1][C:2]1[CH:3]=[C:4]([CH:14]=[CH:15][C:16]=1[Cl:17])[CH2:5][N:6]1[CH2:11][CH2:10][O:9][CH:8]([CH2:12][NH:13][C:19]([NH:18][C:21]2[CH:26]=[CH:25][CH:24]=[C:23]([S:27][CH3:28])[CH:22]=2)=[O:20])[CH2:7]1, predict the reactants needed to synthesize it. The reactants are: [Cl:1][C:2]1[CH:3]=[C:4]([CH:14]=[CH:15][C:16]=1[Cl:17])[CH2:5][N:6]1[CH2:11][CH2:10][O:9][CH:8]([CH2:12][NH2:13])[CH2:7]1.[N:18]([C:21]1[CH:26]=[CH:25][CH:24]=[C:23]([S:27][CH3:28])[CH:22]=1)=[C:19]=[O:20]. (4) Given the product [C:33]1([Si:39]2([C:7]3[CH:8]=[CH:9][C:10]4[O:14][C:13]5[CH:15]=[CH:16][C:17]([N:19]6[C:31]7[CH:30]=[CH:29][CH:28]=[CH:27][C:26]=7[C:25]7[C:20]6=[CH:21][CH:22]=[CH:23][CH:24]=7)=[CH:18][C:12]=5[C:11]=4[CH:32]=3)[C:40]3[CH:41]=[CH:42][CH:43]=[CH:44][C:45]=3[O:46][C:47]3[CH:48]=[CH:49][CH:50]=[CH:51][C:52]2=3)[CH:38]=[CH:37][CH:36]=[CH:35][CH:34]=1, predict the reactants needed to synthesize it. The reactants are: [Li]CCCC.Br[C:7]1[CH:8]=[CH:9][C:10]2[O:14][C:13]3[CH:15]=[CH:16][C:17]([N:19]4[C:31]5[CH:30]=[CH:29][CH:28]=[CH:27][C:26]=5[C:25]5[C:20]4=[CH:21][CH:22]=[CH:23][CH:24]=5)=[CH:18][C:12]=3[C:11]=2[CH:32]=1.[C:33]1([SiH:39]2[C:52]3[CH:51]=[CH:50][CH:49]=[CH:48][C:47]=3[O:46][C:45]3[C:40]2=[CH:41][CH:42]=[CH:43][CH:44]=3)[CH:38]=[CH:37][CH:36]=[CH:35][CH:34]=1.[NH4+].[Cl-]. (5) Given the product [CH3:14][C:3]1[CH:4]=[C:5]([C:7]2[CH:12]=[CH:11][C:10]([CH3:13])=[CH:9][CH:8]=2)[N:16]([C:18]2[CH:19]=[C:20]([C:21]#[N:22])[CH:23]=[CH:24][N:25]=2)[N:2]=1, predict the reactants needed to synthesize it. The reactants are: C[N:2](C)/[C:3](/[CH3:14])=[CH:4]/[C:5]([C:7]1[CH:12]=[CH:11][C:10]([CH3:13])=[CH:9][CH:8]=1)=O.[NH:16]([C:18]1[CH:19]=[C:20]([CH:23]=[CH:24][N:25]=1)[C:21]#[N:22])N.CC(O)=O. (6) The reactants are: [Cl:1][C:2]1[CH:3]=[C:4]([CH:7]=[C:8]([OH:11])[C:9]=1[OH:10])[CH:5]=[O:6].[CH2:12](O)[CH2:13][CH2:14][CH3:15].C1(P(C2C=CC=CC=2)C2C=CC=CC=2)C=CC=CC=1.CCOC(/N=N/C(OCC)=O)=O. Given the product [CH2:12]([O:10][C:9]1[C:8]([OH:11])=[CH:7][C:4]([CH:5]=[O:6])=[CH:3][C:2]=1[Cl:1])[CH2:13][CH2:14][CH3:15], predict the reactants needed to synthesize it. (7) The reactants are: [Br:1][C:2]1[CH:9]=[CH:8][C:5]([CH2:6]Br)=[CH:4][CH:3]=1.[NH:10]1[CH2:15][CH2:14][CH2:13][CH2:12][CH2:11]1.C(=O)([O-])[O-].[K+].[K+]. Given the product [Br:1][C:2]1[CH:9]=[CH:8][C:5]([CH2:6][N:10]2[CH2:15][CH2:14][CH2:13][CH2:12][CH2:11]2)=[CH:4][CH:3]=1, predict the reactants needed to synthesize it. (8) Given the product [CH:1]1([N:6]2[CH2:12][C:11]([F:14])([F:13])[C:10](=[O:15])[N:9]([CH3:16])[C:8]3[CH:17]=[N:18][C:19]([NH:21][C:22]4[CH:30]=[CH:29][C:25]([C:26]([NH:46][C:45]5[CH:44]=[CH:43][C:42]([CH2:41][N:38]6[CH2:37][CH2:36][N:35]([CH3:34])[CH2:40][CH2:39]6)=[CH:48][CH:47]=5)=[O:27])=[CH:24][C:23]=4[O:31][CH3:32])=[N:20][C:7]2=3)[CH2:5][CH2:4][CH2:3][CH2:2]1, predict the reactants needed to synthesize it. The reactants are: [CH:1]1([N:6]2[CH2:12][C:11]([F:14])([F:13])[C:10](=[O:15])[N:9]([CH3:16])[C:8]3[CH:17]=[N:18][C:19]([NH:21][C:22]4[CH:30]=[CH:29][C:25]([C:26](O)=[O:27])=[CH:24][C:23]=4[O:31][CH3:32])=[N:20][C:7]2=3)[CH2:5][CH2:4][CH2:3][CH2:2]1.Cl.[CH3:34][N:35]1[CH2:40][CH2:39][N:38]([CH2:41][C:42]2[CH:48]=[CH:47][C:45]([NH2:46])=[CH:44][CH:43]=2)[CH2:37][CH2:36]1.C(N(C(C)C)CC)(C)C.CN(C(ON1N=NC2C=CC=NC1=2)=[N+](C)C)C.F[P-](F)(F)(F)(F)F.